From a dataset of Catalyst prediction with 721,799 reactions and 888 catalyst types from USPTO. Predict which catalyst facilitates the given reaction. Reactant: [F:1][C:2]1[CH:3]=[C:4]([C:14]([NH:16][C@@H:17]2[CH2:22][CH2:21][C@H:20]([NH:23][C:24](=[O:30])[O:25][C:26]([CH3:29])([CH3:28])[CH3:27])[CH2:19][CH2:18]2)=[O:15])[C:5]([NH:8][CH:9]2[CH2:13][CH2:12][S:11][CH2:10]2)=[N:6][CH:7]=1.[C:31](N1C=CN=C1)(N1C=CN=C1)=[O:32].[H-].[Na+].C(OCC)(=O)C. Product: [F:1][C:2]1[CH:7]=[N:6][C:5]2[N:8]([CH:9]3[CH2:13][CH2:12][S:11][CH2:10]3)[C:31](=[O:32])[N:16]([C@@H:17]3[CH2:22][CH2:21][C@H:20]([NH:23][C:24](=[O:30])[O:25][C:26]([CH3:27])([CH3:29])[CH3:28])[CH2:19][CH2:18]3)[C:14](=[O:15])[C:4]=2[CH:3]=1. The catalyst class is: 37.